From a dataset of Forward reaction prediction with 1.9M reactions from USPTO patents (1976-2016). Predict the product of the given reaction. (1) Given the reactants [OH:1][CH2:2][C@H:3]1[C@H:8]([NH:9][C:10](=[O:16])[O:11][C:12]([CH3:15])([CH3:14])[CH3:13])[CH2:7][CH2:6][O:5][CH2:4]1.[CH:17]1([C:20]2[CH:25]=[CH:24][C:23](O)=[CH:22][CH:21]=2)[CH2:19][CH2:18]1.C1CCN(C(N=NC(N2CCCCC2)=O)=O)CC1.P(CCCC)(CCCC)CCCC, predict the reaction product. The product is: [CH:17]1([C:20]2[CH:25]=[CH:24][C:23]([O:1][CH2:2][C@H:3]3[C@H:8]([NH:9][C:10](=[O:16])[O:11][C:12]([CH3:13])([CH3:15])[CH3:14])[CH2:7][CH2:6][O:5][CH2:4]3)=[CH:22][CH:21]=2)[CH2:19][CH2:18]1. (2) Given the reactants [CH2:1]([NH:5][C:6]([C:8]1[CH:13]=[CH:12][C:11]([C:14]2[C:19]([C:20]#[N:21])=[CH:18][C:17]([O:22]C)=[C:16]([OH:24])[C:15]=2[C:25]#[N:26])=[CH:10][CH:9]=1)=[O:7])[CH2:2][CH2:3][CH3:4].B(Br)(Br)Br.CO, predict the reaction product. The product is: [CH2:1]([NH:5][C:6]([C:8]1[CH:13]=[CH:12][C:11]([C:14]2[C:19]([C:20]#[N:21])=[CH:18][C:17]([OH:22])=[C:16]([OH:24])[C:15]=2[C:25]#[N:26])=[CH:10][CH:9]=1)=[O:7])[CH2:2][CH2:3][CH3:4]. (3) Given the reactants [Br:1]Br.[NH:3]1[C:11]2[C:6](=[CH:7][CH:8]=[CH:9][CH:10]=2)[CH:5]=[N:4]1.S(=O)(O)[O-].[Na+].Cl, predict the reaction product. The product is: [Br:1][C:5]1[C:6]2[C:11](=[CH:10][CH:9]=[CH:8][CH:7]=2)[NH:3][N:4]=1. (4) Given the reactants [F:1][C:2]1[CH:7]=[CH:6][CH:5]=[C:4]([F:8])[C:3]=1[NH:9][C:10]([C:12]1[CH:16]=[C:15]([C:17]2[CH:22]=[CH:21][CH:20]=[CH:19][C:18]=2[O:23][CH3:24])[N:14]([CH3:25])[N:13]=1)=[O:11].[F:26]C1C=CC(OC)=C(C2N(C)N=C(C(O)=O)C=2)C=1, predict the reaction product. The product is: [F:1][C:2]1[CH:7]=[CH:6][CH:5]=[C:4]([F:8])[C:3]=1[NH2:9].[F:8][C:4]1[CH:5]=[CH:6][CH:7]=[C:2]([F:1])[C:3]=1[NH:9][C:10]([C:12]1[CH:16]=[C:15]([C:17]2[CH:22]=[C:21]([F:26])[CH:20]=[CH:19][C:18]=2[O:23][CH3:24])[N:14]([CH3:25])[N:13]=1)=[O:11]. (5) The product is: [F:36][CH2:28][C:13]1[N:14]([CH2:15][C:16]2[O:20][N:19]=[C:18]([C:21]3[CH:26]=[CH:25][C:24]([F:27])=[CH:23][CH:22]=3)[CH:17]=2)[C:10]2[C:9]3[CH:8]=[CH:7][CH:6]=[CH:5][C:4]=3[N:3]=[C:2]([NH2:1])[C:11]=2[N:12]=1. Given the reactants [NH2:1][C:2]1[C:11]2[N:12]=[C:13]([CH2:28]O)[N:14]([CH2:15][C:16]3[O:20][N:19]=[C:18]([C:21]4[CH:26]=[CH:25][C:24]([F:27])=[CH:23][CH:22]=4)[CH:17]=3)[C:10]=2[C:9]2[CH:8]=[CH:7][CH:6]=[CH:5][C:4]=2[N:3]=1.C(N(S(F)(F)[F:36])CC)C, predict the reaction product. (6) Given the reactants [N:1]1[C:10]2[CH2:9][CH2:8][CH2:7][C:6](=[O:11])[C:5]=2[N:4]=[CH:3][CH:2]=1.CC1C=CC(S(N[C@@H]([C@H](N)C2C=CC=CC=2)C2C=CC=CC=2)(=O)=O)=CC=1, predict the reaction product. The product is: [N:1]1[C:10]2[CH2:9][CH2:8][CH2:7][C@@H:6]([OH:11])[C:5]=2[N:4]=[CH:3][CH:2]=1. (7) Given the reactants [N+:1]([C:4]1[CH:9]=[CH:8][C:7]([S:10]([C:12]2[CH:13]=[C:14]([NH:18][S:19]([C:22]3[CH:27]=[CH:26][CH:25]=[CH:24][CH:23]=3)(=[O:21])=[O:20])[CH:15]=[CH:16][CH:17]=2)=[O:11])=[CH:6][C:5]=1[CH2:28][NH:29][CH2:30][CH2:31][CH3:32])([O-])=O.O=[Si]=O, predict the reaction product. The product is: [NH2:1][C:4]1[CH:9]=[CH:8][C:7]([S:10]([C:12]2[CH:13]=[C:14]([NH:18][S:19]([C:22]3[CH:27]=[CH:26][CH:25]=[CH:24][CH:23]=3)(=[O:21])=[O:20])[CH:15]=[CH:16][CH:17]=2)=[O:11])=[CH:6][C:5]=1[CH2:28][NH:29][CH2:30][CH2:31][CH3:32]. (8) Given the reactants [CH2:1]([N:3]([CH2:17][CH3:18])[C:4](=[S:16])[C:5]1[CH:10]=[CH:9][CH:8]=[C:7]([F:11])[C:6]=1[Si:12]([CH3:15])([CH3:14])[CH3:13])[CH3:2].[CH3:19]I, predict the reaction product. The product is: [CH2:17]([N:3]([CH2:1][CH3:2])[C:4](=[S:16])[C:5]1[CH:10]=[CH:9][C:8]([CH3:19])=[C:7]([F:11])[C:6]=1[Si:12]([CH3:13])([CH3:15])[CH3:14])[CH3:18].